Dataset: Full USPTO retrosynthesis dataset with 1.9M reactions from patents (1976-2016). Task: Predict the reactants needed to synthesize the given product. (1) Given the product [CH3:19][C:14]1([CH3:20])[C:15]([CH3:17])([CH3:18])[O:16][B:12]([C:10]2[CH:9]=[N:8][N:7]([CH2:6][CH2:5][OH:4])[CH:11]=2)[O:13]1, predict the reactants needed to synthesize it. The reactants are: C([O:4][CH2:5][CH2:6][N:7]1[CH:11]=[C:10]([B:12]2[O:16][C:15]([CH3:18])([CH3:17])[C:14]([CH3:20])([CH3:19])[O:13]2)[CH:9]=[N:8]1)(=O)C.C1COCC1.[Li+].[OH-].Cl. (2) Given the product [F:17][C:14]([F:15])([F:16])[C:13]([C:10]1[O:9][C:8]([C:6]2[C:5]([NH2:30])=[CH:4][C:3]([C:31]([F:32])([F:33])[F:34])=[CH:2][N:7]=2)=[N:12][N:11]=1)([O:19][Si:20]([CH:21]([CH3:22])[CH3:23])([CH:24]([CH3:26])[CH3:25])[CH:27]([CH3:28])[CH3:29])[CH3:18], predict the reactants needed to synthesize it. The reactants are: Br[C:2]1[N:7]=[C:6]([C:8]2[O:9][C:10]([C:13]([O:19][Si:20]([CH:27]([CH3:29])[CH3:28])([CH:24]([CH3:26])[CH3:25])[CH:21]([CH3:23])[CH3:22])([CH3:18])[C:14]([F:17])([F:16])[F:15])=[N:11][N:12]=2)[C:5]([NH2:30])=[CH:4][C:3]=1[C:31]([F:34])([F:33])[F:32].NC1C(C(NN)=O)=NC(Br)=C(C(F)(F)F)C=1.NC1C(C(NN)=O)=NC=C(C(F)(F)F)C=1. (3) The reactants are: [Cl:1][C:2]1[CH:3]=[C:4]2[C:8](=[CH:9][CH:10]=1)[NH:7][C:6]([C:11]([O:13][CH2:14][CH3:15])=[O:12])=[CH:5]2.C(=O)([O-])[O-].[K+].[K+].I[CH2:23][CH3:24].CN(C)C=O. Given the product [Cl:1][C:2]1[CH:3]=[C:4]2[C:8](=[CH:9][CH:10]=1)[N:7]([CH2:23][CH3:24])[C:6]([C:11]([O:13][CH2:14][CH3:15])=[O:12])=[CH:5]2, predict the reactants needed to synthesize it. (4) Given the product [ClH:15].[N:50]1([CH2:5][C:4]2[CH:3]=[C:2]([CH:9]=[CH:8][CH:7]=2)[O:1][CH2:11][CH2:12][CH2:13][CH2:14][N:35]2[CH2:36][CH2:37][N:32]([C:27]3[CH:28]=[CH:29][CH:30]=[CH:31][C:26]=3[O:25][CH3:24])[CH2:33][CH2:34]2)[CH:54]=[CH:53][N:52]=[CH:51]1, predict the reactants needed to synthesize it. The reactants are: [OH:1][C:2]1[CH:3]=[C:4]([CH:7]=[CH:8][CH:9]=1)[CH:5]=O.Br[CH2:11][CH2:12][CH2:13][CH2:14][Cl:15].C(=O)([O-])[O-].[K+].[K+].[BH4-].[Na+].[CH3:24][O:25][C:26]1[CH:31]=[CH:30][CH:29]=[CH:28][C:27]=1[N:32]1[CH2:37][CH2:36][NH:35][CH2:34][CH2:33]1.C(=O)([O-])[O-].[Na+].[Na+].[I-].[K+].S(Cl)(Cl)=O.[NH:50]1[CH:54]=[CH:53][N:52]=[CH:51]1. (5) The reactants are: C([O:8][C:9]1[N:14]=[CH:13][C:12]([C:15]2[CH:20]=[CH:19][C:18]([CH2:21][C:22]([NH:24][C:25]3[CH:30]=[CH:29][C:28]([C:31]#[N:32])=[C:27]([C:33]([F:36])([F:35])[F:34])[CH:26]=3)=[O:23])=[CH:17][C:16]=2[F:37])=[C:11]([O:38][CH2:39][CH3:40])[CH:10]=1)C1C=CC=CC=1. Given the product [C:31]([C:28]1[CH:29]=[CH:30][C:25]([NH:24][C:22](=[O:23])[CH2:21][C:18]2[CH:19]=[CH:20][C:15]([C:12]3[C:11]([O:38][CH2:39][CH3:40])=[CH:10][C:9](=[O:8])[NH:14][CH:13]=3)=[C:16]([F:37])[CH:17]=2)=[CH:26][C:27]=1[C:33]([F:35])([F:36])[F:34])#[N:32], predict the reactants needed to synthesize it. (6) Given the product [CH3:10][O:9][C:7](=[O:8])[C:6]1[CH:5]=[CH:4][C:3]([CH2:2][NH:1][C:34](=[O:35])[CH3:36])=[CH:12][CH:11]=1, predict the reactants needed to synthesize it. The reactants are: [NH2:1][CH2:2][C:3]1[CH:12]=[CH:11][C:6]([C:7]([O:9][CH3:10])=[O:8])=[CH:5][CH:4]=1.C(C1(N[C:34]([CH:36](NC(N2CCOCC2)=O)CC(C)(C)C)=[O:35])CC(C2C=CC=CC=2)NC(C2C=CC=CC=2)C1)#N.